This data is from Full USPTO retrosynthesis dataset with 1.9M reactions from patents (1976-2016). The task is: Predict the reactants needed to synthesize the given product. Given the product [F:7][C:8]1[CH:9]=[C:10]2[C:15](=[CH:16][C:17]=1[N:1]1[CH2:6][CH2:5][O:4][CH2:3][CH2:2]1)[N:14]([CH2:19][C:20]1[CH:25]=[CH:24][C:23]([F:26])=[CH:22][CH:21]=1)[CH:13]=[C:12]([C:27]#[N:28])[C:11]2=[O:29], predict the reactants needed to synthesize it. The reactants are: [NH:1]1[CH2:6][CH2:5][O:4][CH2:3][CH2:2]1.[F:7][C:8]1[CH:9]=[C:10]2[C:15](=[CH:16][C:17]=1F)[N:14]([CH2:19][C:20]1[CH:25]=[CH:24][C:23]([F:26])=[CH:22][CH:21]=1)[CH:13]=[C:12]([C:27]#[N:28])[C:11]2=[O:29].